Dataset: NCI-60 drug combinations with 297,098 pairs across 59 cell lines. Task: Regression. Given two drug SMILES strings and cell line genomic features, predict the synergy score measuring deviation from expected non-interaction effect. Drug 1: C1CC(=O)NC(=O)C1N2CC3=C(C2=O)C=CC=C3N. Drug 2: C1CCC(C(C1)N)N.C(=O)(C(=O)[O-])[O-].[Pt+4]. Cell line: CAKI-1. Synergy scores: CSS=5.81, Synergy_ZIP=-9.01, Synergy_Bliss=-8.26, Synergy_Loewe=-7.66, Synergy_HSA=-4.59.